From a dataset of Catalyst prediction with 721,799 reactions and 888 catalyst types from USPTO. Predict which catalyst facilitates the given reaction. Reactant: Br[C:2]1[CH:3]=[C:4]2[C:8](=[CH:9][CH:10]=1)[N:7]([CH2:11][C:12]1[CH:17]=[CH:16][C:15]([F:18])=[CH:14][CH:13]=1)[C:6]([N:19]([C:22]1[CH:23]=[N:24][CH:25]=[CH:26][CH:27]=1)[CH:20]=[O:21])=[C:5]2[O:28][CH2:29][C:30]1[CH:35]=[CH:34][CH:33]=[CH:32][CH:31]=1.[Li]CCCC.[CH3:41][C:42]([CH3:44])=[O:43].[NH4+].[Cl-]. Product: [F:18][C:15]1[CH:16]=[CH:17][C:12]([CH2:11][N:7]2[C:8]3[C:4](=[CH:3][C:2]([C:42]([OH:43])([CH3:44])[CH3:41])=[CH:10][CH:9]=3)[C:5]([O:28][CH2:29][C:30]3[CH:31]=[CH:32][CH:33]=[CH:34][CH:35]=3)=[C:6]2[N:19]([C:22]2[CH:23]=[N:24][CH:25]=[CH:26][CH:27]=2)[CH:20]=[O:21])=[CH:13][CH:14]=1. The catalyst class is: 1.